This data is from Catalyst prediction with 721,799 reactions and 888 catalyst types from USPTO. The task is: Predict which catalyst facilitates the given reaction. (1) Reactant: C(Cl)CCl.[Br:5][C:6]1[CH:7]=[C:8]([S:12]([CH2:15][C:16]2[CH:21]=[CH:20][C:19]([C:22](O)([C:27]([F:30])([F:29])[F:28])[C:23]([F:26])([F:25])[F:24])=[CH:18][CH:17]=2)(=[O:14])=[O:13])[CH:9]=[CH:10][CH:11]=1.C(N(S(F)(F)[F:38])CC)C. Product: [Br:5][C:6]1[CH:11]=[CH:10][CH:9]=[C:8]([S:12]([CH2:15][C:16]2[CH:21]=[CH:20][C:19]([C:22]([F:38])([C:27]([F:30])([F:29])[F:28])[C:23]([F:26])([F:25])[F:24])=[CH:18][CH:17]=2)(=[O:14])=[O:13])[CH:7]=1. The catalyst class is: 5. (2) Reactant: [CH3:1][C:2]1[N:6]([C:7]2[N:15]=[CH:14][CH:13]=[CH:12][C:8]=2[C:9]([OH:11])=[O:10])[N:5]=[N:4][N:3]=1.C(=O)([O-])[O-].[K+].[K+].[CH2:22](I)[CH3:23]. Product: [CH3:1][C:2]1[N:6]([C:7]2[N:15]=[CH:14][CH:13]=[CH:12][C:8]=2[C:9]([O:11][CH2:22][CH3:23])=[O:10])[N:5]=[N:4][N:3]=1. The catalyst class is: 21.